From a dataset of Retrosynthesis with 50K atom-mapped reactions and 10 reaction types from USPTO. Predict the reactants needed to synthesize the given product. Given the product CC(C)Nc1ccc(-c2nc3ccccc3o2)cc1N, predict the reactants needed to synthesize it. The reactants are: CC(C)Nc1ccc(-c2nc3ccccc3o2)cc1[N+](=O)[O-].